Dataset: Catalyst prediction with 721,799 reactions and 888 catalyst types from USPTO. Task: Predict which catalyst facilitates the given reaction. (1) Reactant: C([O:3][C:4](=O)[CH:5]([CH3:24])[CH:6]([N:8]([C:14]1[C:19]([N+:20]([O-])=O)=[CH:18][N:17]=[C:16]([Cl:23])[N:15]=1)[CH:9]1[CH2:13][CH2:12][CH2:11][CH2:10]1)[CH3:7])C.Cl. Product: [Cl:23][C:16]1[N:17]=[CH:18][C:19]2[NH:20][C:4](=[O:3])[CH:5]([CH3:24])[CH:6]([CH3:7])[N:8]([CH:9]3[CH2:13][CH2:12][CH2:11][CH2:10]3)[C:14]=2[N:15]=1. The catalyst class is: 8. (2) Reactant: [C:1]([C:3]1[CH:8]=[C:7]([N+:9]([O-:11])=[O:10])[CH:6]=[CH:5][C:4]=1/[N:12]=[CH:13]/[N:14](C)C)#[N:2].N[C:18]1[CH:19]=[C:20]([C:24]#[CH:25])[CH:21]=[CH:22][CH:23]=1. Product: [C:24]([C:20]1[CH:19]=[C:18]([NH:2][C:1]2[C:3]3[C:4](=[CH:5][CH:6]=[C:7]([N+:9]([O-:11])=[O:10])[CH:8]=3)[N:12]=[CH:13][N:14]=2)[CH:23]=[CH:22][CH:21]=1)#[CH:25]. The catalyst class is: 52. (3) Reactant: [CH3:1][O:2][C:3]1[C:8]([C:9]2[CH2:13][CH2:12][CH2:11][C:10]=2[CH2:14][OH:15])=[CH:7][CH:6]=[CH:5][N:4]=1.[OH:16][C:17]1[CH:24]=[CH:23][CH:22]=[C:21](O)[C:18]=1[CH:19]=[O:20].C1C=CC(P(C2C=CC=CC=2)C2C=CC=CC=2)=CC=1.CC(OC(/N=N/C(OC(C)C)=O)=O)C. Product: [OH:16][C:17]1[CH:24]=[CH:23][CH:22]=[C:21]([O:15][CH2:14][C:10]2[CH2:11][CH2:12][CH2:13][C:9]=2[C:8]2[C:3]([O:2][CH3:1])=[N:4][CH:5]=[CH:6][CH:7]=2)[C:18]=1[CH:19]=[O:20]. The catalyst class is: 7. (4) Reactant: [C:1]([C:3]1[CH:8]=[C:7]([C:9]2[C:10]([C:20]3[C:21]([F:41])=[C:22]([N:26](COC)[S:27]([C:30]4[CH:35]=[C:34]([F:36])[CH:33]=[CH:32][C:31]=4[F:37])(=[O:29])=[O:28])[CH:23]=[CH:24][CH:25]=3)=[N:11][N:12]([CH:14]3[CH2:19][CH2:18][O:17][CH2:16][CH2:15]3)[CH:13]=2)[CH:6]=[CH:5][N:4]=1)#[N:2].Cl.[O:43]1CCOCC1. Product: [F:37][C:31]1[CH:32]=[CH:33][C:34]([F:36])=[CH:35][C:30]=1[S:27]([NH:26][C:22]1[C:21]([F:41])=[C:20]([C:10]2[C:9]([C:7]3[CH:6]=[CH:5][N:4]=[C:3]([C:1]([NH2:2])=[O:43])[CH:8]=3)=[CH:13][N:12]([CH:14]3[CH2:19][CH2:18][O:17][CH2:16][CH2:15]3)[N:11]=2)[CH:25]=[CH:24][CH:23]=1)(=[O:29])=[O:28]. The catalyst class is: 801. (5) Reactant: [CH3:1][O:2][C:3]1[C:15]2[N:14]([CH3:16])[C:13]3[C:12](=[O:17])[N:11]([CH3:18])[CH2:10][CH2:9][C:8]=3[C:7]=2[C:6]([C:19]([OH:21])=[O:20])=[CH:5][CH:4]=1.[CH:22]1[C:27]([N+:28]([O-:30])=[O:29])=[CH:26][CH:25]=[C:24](O)[CH:23]=1.CCN=C=NCCCN(C)C.O. Product: [CH3:1][O:2][C:3]1[C:15]2[N:14]([CH3:16])[C:13]3[C:12](=[O:17])[N:11]([CH3:18])[CH2:10][CH2:9][C:8]=3[C:7]=2[C:6]([C:19]([O:21][C:24]2[CH:23]=[CH:22][C:27]([N+:28]([O-:30])=[O:29])=[CH:26][CH:25]=2)=[O:20])=[CH:5][CH:4]=1. The catalyst class is: 251. (6) Reactant: [Cl:1][C:2]1[CH:7]=[CH:6][C:5]([O:8][C:9]2[CH:14]=[CH:13][C:12]([CH2:15][CH2:16][C:17](=[NH:19])[NH2:18])=[CH:11][CH:10]=2)=[CH:4][C:3]=1[C:20]([F:23])([F:22])[F:21].C([O-])([O-])=O.[K+].[K+].[CH:30]([CH:32]([CH2:37][C:38]1[CH:39]=[N:40][CH:41]=[N:42][CH:43]=1)[C:33](OC)=O)=[O:31]. The catalyst class is: 37. Product: [Cl:1][C:2]1[CH:7]=[CH:6][C:5]([O:8][C:9]2[CH:10]=[CH:11][C:12]([CH2:15][CH2:16][C:17]3[NH:18][CH:33]=[C:32]([CH2:37][C:38]4[CH:43]=[N:42][CH:41]=[N:40][CH:39]=4)[C:30](=[O:31])[N:19]=3)=[CH:13][CH:14]=2)=[CH:4][C:3]=1[C:20]([F:21])([F:22])[F:23]. (7) The catalyst class is: 7. Reactant: C[Si]([N-][Si](C)(C)C)(C)C.[Li+].[C:11]1([CH:17]([CH3:21])[C:18]([OH:20])=[O:19])[CH:16]=[CH:15][CH:14]=[CH:13][CH:12]=1.[CH3:22][C:23]([CH3:28])([CH3:27])[CH2:24][CH2:25]I. Product: [CH3:21][C:17]([C:11]1[CH:16]=[CH:15][CH:14]=[CH:13][CH:12]=1)([CH2:25][CH2:24][C:23]([CH3:28])([CH3:27])[CH3:22])[C:18]([OH:20])=[O:19]. (8) Reactant: [NH2:1][C:2]1[CH:3]=[C:4]([F:10])[CH:5]=[C:6]([CH:9]=1)[C:7]#[N:8].[Cl:11][S:12]([C:15]1[CH:16]=[C:17]([C:21](Cl)=[O:22])[N:18]([CH3:20])[CH:19]=1)(=[O:14])=[O:13]. Product: [C:7]([C:6]1[CH:9]=[C:2]([NH:1][C:21]([C:17]2[N:18]([CH3:20])[CH:19]=[C:15]([S:12]([Cl:11])(=[O:14])=[O:13])[CH:16]=2)=[O:22])[CH:3]=[C:4]([F:10])[CH:5]=1)#[N:8]. The catalyst class is: 11.